From a dataset of Catalyst prediction with 721,799 reactions and 888 catalyst types from USPTO. Predict which catalyst facilitates the given reaction. (1) Reactant: [OH:1][CH2:2][C:3]1[CH:8]=[C:7]([Cl:9])[CH:6]=[CH:5][C:4]=1[CH2:10][NH2:11].[C:12](O[C:12]([O:14][C:15]([CH3:18])([CH3:17])[CH3:16])=[O:13])([O:14][C:15]([CH3:18])([CH3:17])[CH3:16])=[O:13].C. Product: [C:15]([O:14][C:12]([NH:11][CH2:10][C:4]1[CH:5]=[CH:6][C:7]([Cl:9])=[CH:8][C:3]=1[CH2:2][OH:1])=[O:13])([CH3:18])([CH3:17])[CH3:16]. The catalyst class is: 4. (2) Reactant: [CH:1]1[CH:2]=[CH:3][C:4]2[NH:11][C:9](=[O:10])[CH:8]=[C:7]([CH2:12][CH:13]([NH:17][C:18]([C:20]3[CH:21]=[CH:22][C:23]([Cl:26])=[CH:24][CH:25]=3)=[O:19])[C:14]([OH:16])=[O:15])[C:5]=2[CH:6]=1.[C:27]([NH2:35])(=[O:34])[C:28]1[CH:33]=[CH:32][CH:31]=[N:30][CH:29]=1. Product: [CH:1]1[CH:2]=[CH:3][C:4]2[NH:11][C:9](=[O:10])[CH:8]=[C:7]([CH2:12][CH:13]([NH:17][C:18]([C:20]3[CH:25]=[CH:24][C:23]([Cl:26])=[CH:22][CH:21]=3)=[O:19])[C:14]([OH:16])=[O:15])[C:5]=2[CH:6]=1.[C:27]([NH2:35])(=[O:34])[C:28]1[CH:33]=[CH:32][CH:31]=[N:30][CH:29]=1. The catalyst class is: 463. (3) Reactant: [CH:1]1([OH:7])[CH2:6][CH2:5][CH2:4][CH2:3][CH2:2]1.[H-].[Na+].Cl[C:11]1[N:16]2[N:17]=[C:18]([NH2:20])[N:19]=[C:15]2[CH:14]=[CH:13][CH:12]=1. Product: [CH:1]1([O:7][C:11]2[N:16]3[N:17]=[C:18]([NH2:20])[N:19]=[C:15]3[CH:14]=[CH:13][CH:12]=2)[CH2:6][CH2:5][CH2:4][CH2:3][CH2:2]1. The catalyst class is: 1. (4) Reactant: Cl.[NH2:2][C@H:3]([C:11]1[CH:16]=[CH:15][CH:14]=[CH:13][CH:12]=1)[C:4]([O:6][C:7]([CH3:10])([CH3:9])[CH3:8])=[O:5].[CH:17](=O)[CH3:18]. Product: [CH2:17]([NH:2][C@H:3]([C:11]1[CH:12]=[CH:13][CH:14]=[CH:15][CH:16]=1)[C:4]([O:6][C:7]([CH3:10])([CH3:9])[CH3:8])=[O:5])[CH3:18]. The catalyst class is: 19. (5) Reactant: [NH2:1][C:2]1[CH:6]([CH3:7])[S:5][CH2:4][C:3]=1[C:8]([O:10][CH3:11])=[O:9].S(Cl)([Cl:15])(=O)=O. Product: [ClH:15].[NH2:1][C:2]1[C:3]([C:8]([O:10][CH3:11])=[O:9])=[CH:4][S:5][C:6]=1[CH3:7]. The catalyst class is: 159. (6) Reactant: C[O:2][C:3]1[C:11]([O:12]C)=[CH:10][CH:9]=[CH:8][C:4]=1[C:5]([OH:7])=[O:6].I. Product: [OH:2][C:3]1[C:11]([OH:12])=[CH:10][CH:9]=[CH:8][C:4]=1[C:5]([OH:7])=[O:6]. The catalyst class is: 86. (7) Reactant: [ClH:1].[Br:2][C:3]1[CH:4]=[C:5]2[C:10](=[C:11]([N+:13]([O-:15])=[O:14])[CH:12]=1)[NH:9][C:8](=[O:16])[CH:7]([NH:17]C(=O)C)[CH2:6]2. Product: [ClH:1].[CH2:8]([OH:16])[CH3:7].[ClH:1].[NH2:17][CH:7]1[CH2:6][C:5]2[C:10](=[C:11]([N+:13]([O-:15])=[O:14])[CH:12]=[C:3]([Br:2])[CH:4]=2)[NH:9][C:8]1=[O:16]. The catalyst class is: 8.